Task: Predict which catalyst facilitates the given reaction.. Dataset: Catalyst prediction with 721,799 reactions and 888 catalyst types from USPTO Reactant: [Cl:1][C:2]1[CH:3]=[CH:4][C:5]([N:15]2[CH:19]=[C:18]([C:20]([F:23])([F:22])[F:21])[N:17]=[N:16]2)=[C:6]([C:8]2[N:13]=[CH:12][N:11]=[C:10]([OH:14])[CH:9]=2)[CH:7]=1.CN(C(ON1N=NC2C=CC=NC1=2)=[N+](C)C)C.F[P-](F)(F)(F)(F)F.C1CCN2C(=NCCC2)CC1.N[C@@H:60]1[C:77]2[CH:78]=[C:73]([CH:74]=[CH:75][CH:76]=2)[C:72]2[N:71]=[CH:70][C:69]([O:79][CH3:80])=[CH:68][C:67]=2[NH:66][C:65](=[O:81])[C@H:64]([CH3:82])[CH2:63][CH2:62][CH2:61]1. Product: [Cl:1][C:2]1[CH:3]=[CH:4][C:5]([N:15]2[CH:19]=[C:18]([C:20]([F:21])([F:23])[F:22])[N:17]=[N:16]2)=[C:6]([C:8]2[N:13]=[CH:12][N:11]([C@@H:60]3[C:77]4[CH:78]=[C:73]([CH:74]=[CH:75][CH:76]=4)[C:72]4[N:71]=[CH:70][C:69]([O:79][CH3:80])=[CH:68][C:67]=4[NH:66][C:65](=[O:81])[C@H:64]([CH3:82])[CH2:63][CH2:62][CH2:61]3)[C:10](=[O:14])[CH:9]=2)[CH:7]=1. The catalyst class is: 444.